Dataset: Aqueous solubility values for 9,982 compounds from the AqSolDB database. Task: Regression/Classification. Given a drug SMILES string, predict its absorption, distribution, metabolism, or excretion properties. Task type varies by dataset: regression for continuous measurements (e.g., permeability, clearance, half-life) or binary classification for categorical outcomes (e.g., BBB penetration, CYP inhibition). For this dataset (solubility_aqsoldb), we predict Y. The Y is 1.07 log mol/L. The drug is N#CCC(=O)O.